Dataset: NCI-60 drug combinations with 297,098 pairs across 59 cell lines. Task: Regression. Given two drug SMILES strings and cell line genomic features, predict the synergy score measuring deviation from expected non-interaction effect. (1) Drug 1: C1CN1P(=S)(N2CC2)N3CC3. Drug 2: CC1C(C(CC(O1)OC2CC(CC3=C2C(=C4C(=C3O)C(=O)C5=C(C4=O)C(=CC=C5)OC)O)(C(=O)CO)O)N)O.Cl. Cell line: NCI-H226. Synergy scores: CSS=29.7, Synergy_ZIP=-2.79, Synergy_Bliss=-1.04, Synergy_Loewe=-6.28, Synergy_HSA=1.42. (2) Drug 1: CC1=C(C(CCC1)(C)C)C=CC(=CC=CC(=CC(=O)O)C)C. Drug 2: C1=NC2=C(N1)C(=S)N=CN2. Cell line: OVCAR-4. Synergy scores: CSS=44.3, Synergy_ZIP=-1.62, Synergy_Bliss=-0.997, Synergy_Loewe=-27.5, Synergy_HSA=0.158. (3) Drug 1: C1CC(=O)NC(=O)C1N2CC3=C(C2=O)C=CC=C3N. Drug 2: CC(C)CN1C=NC2=C1C3=CC=CC=C3N=C2N. Cell line: UO-31. Synergy scores: CSS=-1.90, Synergy_ZIP=5.35, Synergy_Bliss=-1.33, Synergy_Loewe=-2.06, Synergy_HSA=-2.19. (4) Drug 1: CC(C1=C(C=CC(=C1Cl)F)Cl)OC2=C(N=CC(=C2)C3=CN(N=C3)C4CCNCC4)N. Drug 2: CC(CN1CC(=O)NC(=O)C1)N2CC(=O)NC(=O)C2. Cell line: MDA-MB-231. Synergy scores: CSS=21.9, Synergy_ZIP=-0.696, Synergy_Bliss=4.99, Synergy_Loewe=2.40, Synergy_HSA=6.16. (5) Drug 1: CN1C(=O)N2C=NC(=C2N=N1)C(=O)N. Drug 2: C1=CN(C=N1)CC(O)(P(=O)(O)O)P(=O)(O)O. Cell line: SF-539. Synergy scores: CSS=0.316, Synergy_ZIP=2.43, Synergy_Bliss=4.09, Synergy_Loewe=-2.34, Synergy_HSA=-1.09. (6) Drug 1: CS(=O)(=O)CCNCC1=CC=C(O1)C2=CC3=C(C=C2)N=CN=C3NC4=CC(=C(C=C4)OCC5=CC(=CC=C5)F)Cl. Drug 2: C(CCl)NC(=O)N(CCCl)N=O. Cell line: MALME-3M. Synergy scores: CSS=-1.58, Synergy_ZIP=-0.779, Synergy_Bliss=2.41, Synergy_Loewe=-9.06, Synergy_HSA=-4.95. (7) Drug 1: CC1=C2C(C(=O)C3(C(CC4C(C3C(C(C2(C)C)(CC1OC(=O)C(C(C5=CC=CC=C5)NC(=O)OC(C)(C)C)O)O)OC(=O)C6=CC=CC=C6)(CO4)OC(=O)C)OC)C)OC. Drug 2: CC1C(C(=O)NC(C(=O)N2CCCC2C(=O)N(CC(=O)N(C(C(=O)O1)C(C)C)C)C)C(C)C)NC(=O)C3=C4C(=C(C=C3)C)OC5=C(C(=O)C(=C(C5=N4)C(=O)NC6C(OC(=O)C(N(C(=O)CN(C(=O)C7CCCN7C(=O)C(NC6=O)C(C)C)C)C)C(C)C)C)N)C. Cell line: MALME-3M. Synergy scores: CSS=16.7, Synergy_ZIP=-4.05, Synergy_Bliss=2.95, Synergy_Loewe=-3.59, Synergy_HSA=2.72. (8) Drug 1: C1CC(=O)NC(=O)C1N2CC3=C(C2=O)C=CC=C3N. Drug 2: C1=C(C(=O)NC(=O)N1)F. Cell line: MDA-MB-231. Synergy scores: CSS=21.0, Synergy_ZIP=3.49, Synergy_Bliss=4.01, Synergy_Loewe=3.97, Synergy_HSA=5.80. (9) Drug 1: CCCCCOC(=O)NC1=NC(=O)N(C=C1F)C2C(C(C(O2)C)O)O. Drug 2: CC1CCC2CC(C(=CC=CC=CC(CC(C(=O)C(C(C(=CC(C(=O)CC(OC(=O)C3CCCCN3C(=O)C(=O)C1(O2)O)C(C)CC4CCC(C(C4)OC)O)C)C)O)OC)C)C)C)OC. Cell line: ACHN. Synergy scores: CSS=7.08, Synergy_ZIP=-2.05, Synergy_Bliss=0.151, Synergy_Loewe=-17.7, Synergy_HSA=-2.30.